This data is from Full USPTO retrosynthesis dataset with 1.9M reactions from patents (1976-2016). The task is: Predict the reactants needed to synthesize the given product. (1) Given the product [OH:22][CH:7]1[CH:6]([CH2:5][C:4]([O:3][CH2:1][CH3:2])=[O:23])[CH2:13][CH:12]2[NH:14][CH:8]1[CH2:9][O:10][CH2:11]2, predict the reactants needed to synthesize it. The reactants are: [CH2:1]([O:3][C:4](=[O:23])[CH2:5][CH:6]1[CH2:13][CH:12]2[N:14](C(OC(C)(C)C)=O)[CH:8]([CH2:9][O:10][CH2:11]2)[CH:7]1[OH:22])[CH3:2].FC(F)(F)C(O)=O. (2) Given the product [NH2:24][C:10]1[CH:11]=[C:12]([CH:22]=[CH:23][C:9]=1[NH:8][C:6]([O:5][C:1]([CH3:2])([CH3:4])[CH3:3])=[O:7])[O:13][CH2:14][CH2:15][CH2:16][C:17]([O:19][CH2:20][CH3:21])=[O:18], predict the reactants needed to synthesize it. The reactants are: [C:1]([O:5][C:6]([NH:8][C:9]1[CH:23]=[CH:22][C:12]([O:13][CH2:14][CH2:15][CH2:16][C:17]([O:19][CH2:20][CH3:21])=[O:18])=[CH:11][C:10]=1[N+:24]([O-])=O)=[O:7])([CH3:4])([CH3:3])[CH3:2].[H][H]. (3) Given the product [Br:20][C:4]1[CH:3]=[C:2]([F:1])[CH:11]2[CH:6]([CH2:7][CH2:8][C:9](=[O:12])[NH:10]2)[CH:5]=1, predict the reactants needed to synthesize it. The reactants are: [F:1][C:2]1[CH:11]2[CH:6]([CH2:7][CH2:8][C:9](=[O:12])[NH:10]2)[CH:5]=[CH:4][CH:3]=1.C1C(=O)N([Br:20])C(=O)C1. (4) The reactants are: [C:1]1([C:7]2[C:8](=[O:25])[NH:9][C:10](=[O:24])[C:11]=2[NH:12][C:13]2[CH:18]=[CH:17][C:16]([O:19][C:20]([F:23])([F:22])[F:21])=[CH:15][CH:14]=2)[CH:6]=[CH:5][CH:4]=[CH:3][CH:2]=1.N(C(OCC)=O)=NC(OCC)=O.C1(P(C2C=CC=CC=2)C2C=CC=CC=2)C=CC=CC=1.[F:57][C:58]([F:62])([F:61])[CH2:59]O. Given the product [C:1]1([C:7]2[C:8](=[O:25])[N:9]([CH2:59][C:58]([F:62])([F:61])[F:57])[C:10](=[O:24])[C:11]=2[NH:12][C:13]2[CH:14]=[CH:15][C:16]([O:19][C:20]([F:22])([F:23])[F:21])=[CH:17][CH:18]=2)[CH:2]=[CH:3][CH:4]=[CH:5][CH:6]=1, predict the reactants needed to synthesize it. (5) Given the product [Br:1][C:2]1[CH:3]=[C:4]([CH:21]=[C:22]([CH:24]([OH:25])[C:28]([F:31])([F:30])[F:29])[CH:23]=1)[CH2:5][O:6][C:7]1[CH:12]=[CH:11][CH:10]=[CH:9][C:8]=1[CH2:13][C:14]([O:16][C:17]([CH3:20])([CH3:19])[CH3:18])=[O:15], predict the reactants needed to synthesize it. The reactants are: [Br:1][C:2]1[CH:3]=[C:4]([CH:21]=[C:22]([CH:24]=[O:25])[CH:23]=1)[CH2:5][O:6][C:7]1[CH:12]=[CH:11][CH:10]=[CH:9][C:8]=1[CH2:13][C:14]([O:16][C:17]([CH3:20])([CH3:19])[CH3:18])=[O:15].C[Si](C)(C)[C:28]([F:31])([F:30])[F:29].CCCC[N+](CCCC)(CCCC)CCCC.[F-]. (6) Given the product [C:19]([O-:32])(=[O:31])[C:20]([CH3:3])=[CH2:21].[N-:12]=[C:13]=[O:14], predict the reactants needed to synthesize it. The reactants are: [OH-].[K+].[CH3:3][C:3]1(C)CC(C[N:12]=[C:13]=[O:14])(C)CC([N:12]=[C:13]=[O:14])C1.[C:19]([O-:32])(=[O:31])[CH2:20][CH2:21]CCCCCCCCC.[C:19]([O-:32])(=[O:31])[CH2:20][CH2:21]CCCCCCCCC.C([Sn+2]CCCC)CCC.